Dataset: Forward reaction prediction with 1.9M reactions from USPTO patents (1976-2016). Task: Predict the product of the given reaction. (1) Given the reactants [CH3:1][O:2][C:3]1[CH:11]=[C:10]2[C:6]([CH:7]=[C:8]([C:12]([NH2:14])=O)[NH:9]2)=[CH:5][C:4]=1[CH3:15].P(Cl)(Cl)(Cl)=O.C(Cl)(Cl)Cl, predict the reaction product. The product is: [CH3:1][O:2][C:3]1[CH:11]=[C:10]2[C:6]([CH:7]=[C:8]([C:12]#[N:14])[NH:9]2)=[CH:5][C:4]=1[CH3:15]. (2) Given the reactants Br.Br.[S:3]1[C:12]2[CH2:11][CH2:10][NH:9][CH2:8][CH2:7][C:6]=2[N:5]=[C:4]1[NH2:13].[C:14]([O:18][C:19](O[C:19]([O:18][C:14]([CH3:17])([CH3:16])[CH3:15])=[O:20])=[O:20])([CH3:17])([CH3:16])[CH3:15], predict the reaction product. The product is: [C:14]([O:18][C:19]([N:9]1[CH2:10][CH2:11][C:12]2[S:3][C:4]([NH2:13])=[N:5][C:6]=2[CH2:7][CH2:8]1)=[O:20])([CH3:17])([CH3:16])[CH3:15]. (3) Given the reactants [Br:1][C:2]1[CH:11]=[C:10]([F:12])[C:5]([C:6]([O:8][CH3:9])=[O:7])=[C:4](F)[C:3]=1[N+:14]([O-:16])=[O:15].[OH-].[NH4+:18], predict the reaction product. The product is: [NH2:18][C:4]1[C:3]([N+:14]([O-:16])=[O:15])=[C:2]([Br:1])[CH:11]=[C:10]([F:12])[C:5]=1[C:6]([O:8][CH3:9])=[O:7]. (4) Given the reactants [CH3:1][O:2][C:3]1[CH:4]=[C:5]2[C:10](=[CH:11][C:12]=1[O:13][CH3:14])[N:9]=[CH:8][N:7]=[C:6]2[O:15][C:16]1[CH:22]=[CH:21][C:19]([NH2:20])=[CH:18][CH:17]=1.Cl[C:24](Cl)([O:26][C:27](=[O:33])OC(Cl)(Cl)Cl)Cl.[CH:35]1(O)[CH2:41][CH2:40]C[CH2:38][CH2:37][CH2:36]1.C(=O)(O)[O-].[Na+], predict the reaction product. The product is: [CH3:1][O:2][C:3]1[CH:4]=[C:5]2[C:10](=[CH:11][C:12]=1[O:13][CH3:14])[N:9]=[CH:8][N:7]=[C:6]2[O:15][C:16]1[CH:22]=[CH:21][C:19]([NH:20][C:27](=[O:33])[O:26][CH:24]2[CH2:38][CH2:37][CH2:36][CH2:35][CH2:41][CH2:40]2)=[CH:18][CH:17]=1. (5) The product is: [C:6]([C:10]1[CH:11]=[CH:12][C:13]([S:2]([OH:5])(=[O:4])=[O:3])=[C:14]([F:16])[CH:15]=1)([CH3:9])([CH3:7])[CH3:8]. Given the reactants Cl[S:2]([OH:5])(=[O:4])=[O:3].[C:6]([C:10]1[CH:15]=[C:14]([F:16])[CH:13]=[CH:12][C:11]=1S(O)(=O)=O)([CH3:9])([CH3:8])[CH3:7], predict the reaction product.